Dataset: Reaction yield outcomes from USPTO patents with 853,638 reactions. Task: Predict the reaction yield, written as a fraction of the theoretical maximum amount of product (1.0 means a 100% yield; for example, 0.34 means a 34% yield). (1) The catalyst is C1COCC1. The product is [S:1]1[CH2:6][CH:5]=[C:4]([O:7][S:23]([C:26]([F:29])([F:28])[F:27])(=[O:25])=[O:24])[CH2:3][CH2:2]1. The reactants are [S:1]1[CH2:6][CH2:5][C:4](=[O:7])[CH2:3][CH2:2]1.[Li+].CC([N-]C(C)C)C.C1C=CC(N([S:23]([C:26]([F:29])([F:28])[F:27])(=[O:25])=[O:24])[S:23]([C:26]([F:29])([F:28])[F:27])(=[O:25])=[O:24])=CC=1.CCOC(C)=O. The yield is 0.380. (2) The reactants are Cl.[NH2:2][N:3]1[CH2:7][CH2:6][CH2:5][C:4]1=[O:8].[CH2:9]([O:11][C:12](=[O:22])[CH2:13][C:14](=O)[C:15]1[CH:20]=[CH:19][CH:18]=[CH:17][N:16]=1)[CH3:10].N1C=CC=CC=1. The catalyst is O. The product is [CH2:9]([O:11][C:12](=[O:22])[CH2:13][C:14](=[N:2][N:3]1[CH2:7][CH2:6][CH2:5][C:4]1=[O:8])[C:15]1[CH:20]=[CH:19][CH:18]=[CH:17][N:16]=1)[CH3:10]. The yield is 0.980. (3) The reactants are [C:1]([Si:5]([O:8][CH2:9][CH2:10][CH2:11][CH2:12][CH2:13][CH2:14]Cl)([CH3:7])[CH3:6])([CH3:4])([CH3:3])[CH3:2].[Na+].[I-:17]. The catalyst is CC(C)=O.C(Cl)Cl. The product is [C:1]([Si:5]([O:8][CH2:9][CH2:10][CH2:11][CH2:12][CH2:13][CH2:14][I:17])([CH3:7])[CH3:6])([CH3:4])([CH3:3])[CH3:2]. The yield is 0.950. (4) The reactants are [NH2:1][C@H:2]1[CH2:7][CH2:6][N:5]([CH2:8][CH2:9][C:10]2[C:19]3[C:14](=[C:15]([F:22])[CH:16]=[C:17]([O:20][CH3:21])[CH:18]=3)[N:13]=[CH:12][C:11]=2[Cl:23])[CH2:4][C@H:3]1[OH:24].[O:25]=[C:26]1[NH:31][C:30]2[N:32]=[C:33]([CH:36]=O)[CH:34]=[CH:35][C:29]=2[S:28][CH2:27]1. No catalyst specified. The product is [ClH:23].[ClH:23].[Cl:23][C:11]1[CH:12]=[N:13][C:14]2[C:19]([C:10]=1[CH2:9][CH2:8][N:5]1[CH2:6][CH2:7][C@H:2]([NH:1][CH2:36][C:33]3[CH:34]=[CH:35][C:29]4[S:28][CH2:27][C:26](=[O:25])[NH:31][C:30]=4[N:32]=3)[C@H:3]([OH:24])[CH2:4]1)=[CH:18][C:17]([O:20][CH3:21])=[CH:16][C:15]=2[F:22]. The yield is 0.600. (5) The reactants are [Br:1][C:2]1[CH:8]=[CH:7][C:5]([NH2:6])=[CH:4][CH:3]=1.C(O[CH:12]=[C:13]([C:19]([O:21][CH2:22][CH3:23])=[O:20])[C:14]([O:16][CH2:17][CH3:18])=[O:15])C.CCCC(C)C. The catalyst is C1(C)C=CC=CC=1. The product is [CH2:17]([O:16][C:14](=[O:15])[C:13](=[CH:12][NH:6][C:5]1[CH:7]=[CH:8][C:2]([Br:1])=[CH:3][CH:4]=1)[C:19]([O:21][CH2:22][CH3:23])=[O:20])[CH3:18]. The yield is 0.850. (6) The reactants are [CH2:1]([O:3][C:4]1[CH:5]=[C:6]2[C:11](=[C:12]3[CH2:16][C:15]([CH3:18])([CH3:17])[O:14][C:13]=13)[C:10]([C:19]1[CH:20]=[C:21]([NH2:25])[CH:22]=[CH:23][CH:24]=1)=[N:9][C:8]([CH3:27])([CH3:26])[CH2:7]2)[CH3:2].O.ON1C2C=CC=CC=2N=N1.[CH3:39][C:40]([O:43][C:44]([N:46]1[CH2:51][CH2:50][CH2:49][CH:48]([C:52](O)=[O:53])[CH2:47]1)=[O:45])([CH3:42])[CH3:41].Cl.C(N=C=NCCCN(C)C)C.C(N(CC)CC)C. The catalyst is CN(C)C=O.O. The product is [CH2:1]([O:3][C:4]1[CH:5]=[C:6]2[C:11](=[C:12]3[CH2:16][C:15]([CH3:18])([CH3:17])[O:14][C:13]=13)[C:10]([C:19]1[CH:20]=[C:21]([NH:25][C:52]([CH:48]3[CH2:49][CH2:50][CH2:51][N:46]([C:44]([O:43][C:40]([CH3:42])([CH3:41])[CH3:39])=[O:45])[CH2:47]3)=[O:53])[CH:22]=[CH:23][CH:24]=1)=[N:9][C:8]([CH3:26])([CH3:27])[CH2:7]2)[CH3:2]. The yield is 0.550. (7) The reactants are [F:1][C:2]([F:14])([F:13])[C:3]1[CH:8]=[CH:7][N:6]2[N:9]=[C:10]([NH2:12])[N:11]=[C:5]2[CH:4]=1.Br[C:16]1[CH:21]=[CH:20][C:19]([N:22]2[CH:26]=[C:25]([CH3:27])[N:24]=[CH:23]2)=[C:18]([O:28][CH3:29])[CH:17]=1.C(Cl)Cl. The catalyst is C(Cl)Cl.CO. The product is [CH3:29][O:28][C:18]1[CH:17]=[C:16]([NH:12][C:10]2[N:11]=[C:5]3[CH:4]=[C:3]([C:2]([F:13])([F:1])[F:14])[CH:8]=[CH:7][N:6]3[N:9]=2)[CH:21]=[CH:20][C:19]=1[N:22]1[CH:26]=[C:25]([CH3:27])[N:24]=[CH:23]1. The yield is 0.670. (8) The reactants are C(N(CC)C(C)C)(C)C.[NH2:10][CH:11]([CH2:14][OH:15])[CH2:12][OH:13].[C:16](O[C:16]([O:18][C:19]([CH3:22])([CH3:21])[CH3:20])=[O:17])([O:18][C:19]([CH3:22])([CH3:21])[CH3:20])=[O:17].C1C=C2C(C(O)(O)C(=O)C2=CC=1)=O. The catalyst is CO.C(Cl)(Cl)Cl. The product is [C:16]([NH:10][CH:11]([CH2:14][OH:15])[CH2:12][OH:13])([O:18][C:19]([CH3:22])([CH3:21])[CH3:20])=[O:17]. The yield is 0.720. (9) The reactants are Br[CH2:2][CH2:3][O:4][C:5]1[CH:10]=[C:9]([S:11]([CH3:14])(=[O:13])=[O:12])[CH:8]=[C:7]([F:15])[CH:6]=1.[C:16]([NH2:21])([CH2:19][CH3:20])([CH3:18])[CH3:17]. The catalyst is C(O)C. The product is [F:15][C:7]1[CH:6]=[C:5]([CH:10]=[C:9]([S:11]([CH3:14])(=[O:13])=[O:12])[CH:8]=1)[O:4][CH2:3][CH2:2][NH:21][C:16]([CH3:18])([CH2:19][CH3:20])[CH3:17]. The yield is 0.762. (10) The reactants are [NH:1]([C:7]([O:9][C:10]([CH3:13])([CH3:12])[CH3:11])=[O:8])[C@H:2]([C:4]([OH:6])=[O:5])[CH3:3]. The catalyst is CN(C1C=CN=CC=1)C.ClCCl. The product is [C:7]([NH:1][C@@H:2]([C:4]([OH:6])=[O:5])[CH3:3])([O:9][C:10]([CH3:13])([CH3:11])[CH3:12])=[O:8]. The yield is 0.240.